From a dataset of Forward reaction prediction with 1.9M reactions from USPTO patents (1976-2016). Predict the product of the given reaction. (1) The product is: [N:1]1[N:2]([C:6]2[N:11]=[C:10]([NH:12][C:13]3[CH:18]=[C:17]([NH:23][C@@H:24]4[CH2:29][CH2:28][CH2:27][CH2:26][C@@H:25]4[NH:30][C:31](=[O:37])[O:32][C:33]([CH3:35])([CH3:34])[CH3:36])[N:16]=[N:15][C:14]=3[C:20](=[O:21])[NH2:22])[CH:9]=[CH:8][CH:7]=2)[N:3]=[CH:4][CH:5]=1. Given the reactants [N:1]1[N:2]([C:6]2[N:11]=[C:10]([NH:12][C:13]3[CH:18]=[C:17](Cl)[N:16]=[N:15][C:14]=3[C:20]([NH2:22])=[O:21])[CH:9]=[CH:8][CH:7]=2)[N:3]=[CH:4][CH:5]=1.[NH2:23][C@@H:24]1[CH2:29][CH2:28][CH2:27][CH2:26][C@@H:25]1[NH:30][C:31](=[O:37])[O:32][C:33]([CH3:36])([CH3:35])[CH3:34], predict the reaction product. (2) Given the reactants [NH2:1][C@H:2]([C:4]1[N:9]([C:10]2[CH:15]=[CH:14][CH:13]=[CH:12][CH:11]=2)[C:8](=[O:16])[C:7]2=[C:17]([S:20][C:21]3[CH:26]=[CH:25][CH:24]=[CH:23][CH:22]=3)[CH:18]=[CH:19][N:6]2[N:5]=1)[CH3:3].[Br:27][C:28]1[C:29]([NH2:35])=[N:30][CH:31]=[N:32][C:33]=1Cl.[F-].[Cs+].C(N(CC)C(C)C)(C)C, predict the reaction product. The product is: [NH2:35][C:29]1[N:30]=[CH:31][N:32]=[C:33]([NH:1][C@H:2]([C:4]2[N:9]([C:10]3[CH:11]=[CH:12][CH:13]=[CH:14][CH:15]=3)[C:8](=[O:16])[C:7]3=[C:17]([S:20][C:21]4[CH:26]=[CH:25][CH:24]=[CH:23][CH:22]=4)[CH:18]=[CH:19][N:6]3[N:5]=2)[CH3:3])[C:28]=1[Br:27].